Dataset: Forward reaction prediction with 1.9M reactions from USPTO patents (1976-2016). Task: Predict the product of the given reaction. (1) The product is: [CH:19]([O:22][C:23]1[CH:24]=[C:25]([CH:28]=[CH:29][CH:30]=1)[CH2:26][N:2]([CH2:3][C:4]1[CH:5]=[CH:6][C:7]([C:10]2[O:14][N:13]=[C:12]([OH:15])[CH:11]=2)=[CH:8][CH:9]=1)[CH3:1])([CH3:21])[CH3:20]. Given the reactants [CH3:1][NH:2][CH2:3][C:4]1[CH:9]=[CH:8][C:7]([C:10]2[O:14][N:13]=[C:12]([O:15]COC)[CH:11]=2)=[CH:6][CH:5]=1.[CH:19]([O:22][C:23]1[CH:24]=[C:25]([CH:28]=[CH:29][CH:30]=1)[CH2:26]Cl)([CH3:21])[CH3:20].C(=O)([O-])[O-].[K+].[K+], predict the reaction product. (2) Given the reactants [C:1]([N:4]1[C:12]2[C:7](=[CH:8][CH:9]=[C:10]([F:13])[CH:11]=2)[CH2:6][C:5]1=[O:14])(=[O:3])[CH3:2].[C:15]([O:19][C:20]([NH:22][CH2:23][C:24]1[CH:25]=[C:26]([CH:30]=[CH:31][CH:32]=1)[C:27](O)=[O:28])=[O:21])([CH3:18])([CH3:17])[CH3:16], predict the reaction product. The product is: [C:1]([N:4]1[C:12]2[C:7](=[CH:8][CH:9]=[C:10]([F:13])[CH:11]=2)[C:6](=[C:27]([OH:28])[C:26]2[CH:30]=[CH:31][CH:32]=[C:24]([CH2:23][NH:22][C:20]([O:19][C:15]([CH3:17])([CH3:16])[CH3:18])=[O:21])[CH:25]=2)[C:5]1=[O:14])(=[O:3])[CH3:2].